Dataset: Full USPTO retrosynthesis dataset with 1.9M reactions from patents (1976-2016). Task: Predict the reactants needed to synthesize the given product. (1) Given the product [Cl:16][C:17]1[CH:18]=[CH:19][C:20]([O:25][CH2:26][CH2:27][CH3:28])=[C:21]([CH:24]=1)[CH2:22][N:2]1[C:11]2[CH:10]=[CH:9][CH:8]=[C:7]([C:12]([O-:14])=[O:13])[C:6]=2[CH2:5][CH2:4][CH2:3]1.[Na+:42], predict the reactants needed to synthesize it. The reactants are: Cl.[NH:2]1[C:11]2[CH:10]=[CH:9][CH:8]=[C:7]([C:12]([O:14]C)=[O:13])[C:6]=2[CH2:5][CH2:4][CH2:3]1.[Cl:16][C:17]1[CH:18]=[CH:19][C:20]([O:25][CH2:26][CH2:27][CH3:28])=[C:21]([CH:24]=1)[CH:22]=O.[BH-](OC(C)=O)(OC(C)=O)OC(C)=O.[Na+:42]. (2) Given the product [CH:34]([NH:37][C:21]([C:20]1[C:15]([NH:14][C:13]([C:12]2[N:8]([C:3]3[C:2]([Cl:1])=[CH:7][CH:6]=[CH:5][N:4]=3)[N:9]=[C:10]([O:28][CH2:29][C:30]([F:31])([F:32])[F:33])[CH:11]=2)=[O:22])=[C:16]([CH3:27])[CH:17]=[C:18]2[C:19]=1[NH:24][N:25]=[CH:26]2)=[O:23])([CH3:36])[CH3:35], predict the reactants needed to synthesize it. The reactants are: [Cl:1][C:2]1[C:3]([N:8]2[C:12]([C:13]3[O:22][C:21](=[O:23])[C:20]4[C:15](=[C:16]([CH3:27])[CH:17]=[C:18]5[CH:26]=[N:25][NH:24][C:19]5=4)[N:14]=3)=[CH:11][C:10]([O:28][CH2:29][C:30]([F:33])([F:32])[F:31])=[N:9]2)=[N:4][CH:5]=[CH:6][CH:7]=1.[CH:34]([NH2:37])([CH3:36])[CH3:35].